From a dataset of Full USPTO retrosynthesis dataset with 1.9M reactions from patents (1976-2016). Predict the reactants needed to synthesize the given product. (1) The reactants are: [Cl:1][C:2]1[CH:3]=[C:4]([CH2:13][NH2:14])[CH:5]=[CH:6][C:7]=1[O:8][C:9]([F:12])([F:11])[F:10].[Br:15][C:16]1[S:20][C:19]2=[N:21][C:22]([C:24](O)=[O:25])=[CH:23][N:18]2[CH:17]=1. Given the product [Br:15][C:16]1[S:20][C:19]2=[N:21][C:22]([C:24]([NH:14][CH2:13][C:4]3[CH:5]=[CH:6][C:7]([O:8][C:9]([F:11])([F:12])[F:10])=[C:2]([Cl:1])[CH:3]=3)=[O:25])=[CH:23][N:18]2[CH:17]=1, predict the reactants needed to synthesize it. (2) Given the product [Cl:1][C:2]1[CH:3]=[C:4]([N:9]2[CH2:18][CH2:17][C:16]3[C:11](=[CH:12][CH:13]=[C:14]([OH:19])[CH:15]=3)[CH:10]2[CH2:27][C:28]2[CH:33]=[CH:32][C:31]([O:38][CH2:35][CH2:51][CH:50]3[CH2:49][CH2:48][CH2:47][CH2:46][NH:45]3)=[CH:30][CH:29]=2)[CH:5]=[CH:6][C:7]=1[Cl:8], predict the reactants needed to synthesize it. The reactants are: [Cl:1][C:2]1[CH:3]=[C:4]([N:9]2[CH2:18][CH2:17][C:16]3[C:11](=[CH:12][CH:13]=[C:14]([O:19]CC4C=CC=CC=4)[CH:15]=3)[CH:10]2[CH2:27][C:28]2[CH:33]=[CH:32][C:31](O)=[CH:30][CH:29]=2)[CH:5]=[CH:6][C:7]=1[Cl:8].[C:35](=[O:38])([O-])[O-].[K+].[K+].Cl.ClCC[N:45]1[CH2:50][CH2:49][CH2:48][CH2:47][CH2:46]1.[CH3:51]N(C=O)C. (3) Given the product [Cl:1][C:2]1[CH:7]=[CH:6][C:5]([F:8])=[CH:4][C:3]=1[C:9]1[N:10]=[C:11]2[CH:16]=[CH:15][N:14]=[CH:13][N:12]2[C:17]=1[C:18]([OH:20])=[O:19], predict the reactants needed to synthesize it. The reactants are: [Cl:1][C:2]1[CH:7]=[CH:6][C:5]([F:8])=[CH:4][C:3]=1[C:9]1[N:10]=[C:11]2[CH:16]=[CH:15][N:14]=[CH:13][N:12]2[C:17]=1[C:18]([O:20]CC)=[O:19].[Li+].[OH-]. (4) Given the product [F:25][C:8]1([F:7])[CH2:12][CH2:11][N:10]([CH2:13][CH2:14][CH:15]2[CH2:23][C:22]3[C:17](=[CH:18][CH:19]=[CH:20][CH:21]=3)[C:16]2=[O:24])[CH2:9]1, predict the reactants needed to synthesize it. The reactants are: N1C=CC=CC=1.[F:7][C:8]1([F:25])[CH2:12][CH2:11][N:10]([CH2:13][CH2:14][CH:15]2[CH2:23][C:22]3[C:17](=[CH:18][CH:19]=[CH:20][CH:21]=3)[CH:16]2[OH:24])[CH2:9]1.